This data is from Catalyst prediction with 721,799 reactions and 888 catalyst types from USPTO. The task is: Predict which catalyst facilitates the given reaction. (1) Reactant: [CH:1]([O:4][C:5]1[S:6][CH:7]=[CH:8][N:9]=1)(C)[CH3:2].[Br:10]N1C(=O)CCC1=O.C(OCC)(=O)C.CCCCCC. Product: [Br:10][C:7]1[S:6][C:5]([O:4][CH2:1][CH3:2])=[N:9][CH:8]=1. The catalyst class is: 3. (2) Reactant: [I:1][C:2]1[CH:7]=[CH:6][C:5]([OH:8])=[CH:4][CH:3]=1.Br[CH2:10][CH2:11][CH3:12].C(=O)([O-])[O-].[Na+].[Na+]. Product: [I:1][C:2]1[CH:7]=[CH:6][C:5]([O:8][CH2:10][CH2:11][CH3:12])=[CH:4][CH:3]=1. The catalyst class is: 18. (3) Reactant: [Br:1][C:2]1[CH:3]=[C:4]([C:8]2([C:16]#[N:17])[CH2:14][C@H:13]3[NH:15][C@H:10]([CH:11]=[CH:12]3)[CH2:9]2)[CH:5]=[N:6][CH:7]=1.CCN(C(C)C)C(C)C.Cl[CH2:28][C:29]([CH3:31])=[CH2:30]. Product: [Br:1][C:2]1[CH:3]=[C:4]([C:8]2([C:16]#[N:17])[CH2:14][C@H:13]3[N:15]([CH2:30][C:29]([CH3:31])=[CH2:28])[C@H:10]([CH:11]=[CH:12]3)[CH2:9]2)[CH:5]=[N:6][CH:7]=1. The catalyst class is: 31. (4) Reactant: [Si:1]([O:8][CH:9]([CH:27]([CH3:29])[CH3:28])[C:10](=O)/[C:11](=[CH:22]/[N:23](C)C)/[C:12]([O:14][CH2:15][C:16]1[CH:21]=[CH:20][CH:19]=[CH:18][CH:17]=1)=[O:13])([C:4]([CH3:7])([CH3:6])[CH3:5])([CH3:3])[CH3:2].[NH2:30]N. Product: [Si:1]([O:8][CH:9]([C:10]1[C:11]([C:12]([O:14][CH2:15][C:16]2[CH:21]=[CH:20][CH:19]=[CH:18][CH:17]=2)=[O:13])=[CH:22][NH:23][N:30]=1)[CH:27]([CH3:29])[CH3:28])([C:4]([CH3:7])([CH3:6])[CH3:5])([CH3:3])[CH3:2]. The catalyst class is: 8. (5) Reactant: [C:1]([O:5][C:6]([NH:8][CH2:9][C@H:10]1[CH2:15][CH2:14][C@H:13]([C:16]([NH:18][C@@H:19]([CH2:23][C:24]2[CH:29]=[CH:28][C:27]([C:30]3[CH:35]=[CH:34][C:33]([C:36](=[O:51])[NH:37][CH:38]4[CH2:43][CH2:42][N:41]([C:44]([O:46][C:47]([CH3:50])([CH3:49])[CH3:48])=[O:45])[CH2:40][CH2:39]4)=[CH:32][C:31]=3[CH3:52])=[CH:26][CH:25]=2)[C:20](O)=[O:21])=[O:17])[CH2:12][CH2:11]1)=[O:7])([CH3:4])([CH3:3])[CH3:2].[N:53]1[CH:58]=[CH:57][CH:56]=[CH:55][C:54]=1[C:59]1[NH:63][C:62]2[CH:64]=[CH:65][C:66]([NH2:68])=[CH:67][C:61]=2[N:60]=1.C(NC(C)C)(C)C.F[P-](F)(F)(F)(F)F.N1(O[P+](N2CCCC2)(N2CCCC2)N2CCCC2)C2C=CC=CC=2N=N1. Product: [C:1]([O:5][C:6]([NH:8][CH2:9][C@H:10]1[CH2:15][CH2:14][C@H:13]([C:16]([NH:18][C@H:19]([C:20](=[O:21])[NH:68][C:66]2[CH:65]=[CH:64][C:62]3[NH:63][C:59]([C:54]4[CH:55]=[CH:56][CH:57]=[CH:58][N:53]=4)=[N:60][C:61]=3[CH:67]=2)[CH2:23][C:24]2[CH:29]=[CH:28][C:27]([C:30]3[CH:35]=[CH:34][C:33]([C:36]([NH:37][CH:38]4[CH2:39][CH2:40][N:41]([C:44]([O:46][C:47]([CH3:50])([CH3:49])[CH3:48])=[O:45])[CH2:42][CH2:43]4)=[O:51])=[CH:32][C:31]=3[CH3:52])=[CH:26][CH:25]=2)=[O:17])[CH2:12][CH2:11]1)=[O:7])([CH3:3])([CH3:2])[CH3:4]. The catalyst class is: 4.